Dataset: Forward reaction prediction with 1.9M reactions from USPTO patents (1976-2016). Task: Predict the product of the given reaction. (1) The product is: [CH:23]1[C:24]2[C:19](=[CH:18][CH:17]=[CH:16][CH:15]=2)[CH:20]=[CH:21][C:22]=1[O:1][CH2:2][C@@H:3]1[CH2:7][CH2:6][N:5]([C:8]([O:10][C:11]([CH3:14])([CH3:13])[CH3:12])=[O:9])[CH2:4]1. Given the reactants [OH:1][CH2:2][C@@H:3]1[CH2:7][CH2:6][N:5]([C:8]([O:10][C:11]([CH3:14])([CH3:13])[CH3:12])=[O:9])[CH2:4]1.[CH:15]1[C:24]2[C:19](=[CH:20][CH:21]=[CH:22][CH:23]=2)[CH:18]=[CH:17][C:16]=1O.C1(P(C2C=CC=CC=2)C2C=CC=CC=2)C=CC=CC=1.N(C(OC(C)C)=O)=NC(OC(C)C)=O, predict the reaction product. (2) Given the reactants [C:1]([O:5][C:6]([NH:8][C:9]1([C:14]([OH:16])=O)[CH2:13][CH:12]=[CH:11][CH2:10]1)=[O:7])([CH3:4])([CH3:3])[CH3:2].[C:17]([NH:21][S:22]([C:25]1[C:26]([C:31]2[CH:36]=[CH:35][C:34]([NH2:37])=[C:33]([F:38])[CH:32]=2)=[CH:27][CH:28]=[CH:29][CH:30]=1)(=[O:24])=[O:23])([CH3:20])([CH3:19])[CH3:18].CCOC1N(C(OCC)=O)C2C(=CC=CC=2)C=C1.C(N(CC)CC)C, predict the reaction product. The product is: [C:1]([O:5][C:6](=[O:7])[NH:8][C:9]1([C:14](=[O:16])[NH:37][C:34]2[CH:35]=[CH:36][C:31]([C:26]3[CH:27]=[CH:28][CH:29]=[CH:30][C:25]=3[S:22](=[O:24])(=[O:23])[NH:21][C:17]([CH3:18])([CH3:19])[CH3:20])=[CH:32][C:33]=2[F:38])[CH2:10][CH:11]=[CH:12][CH2:13]1)([CH3:2])([CH3:3])[CH3:4]. (3) Given the reactants [CH3:1][O:2][C:3]1[CH:10]=[C:9]([O:11][CH3:12])[CH:8]=[CH:7][C:4]=1[CH:5]=O.[NH2:13][C:14]1[N:19]=[CH:18][CH:17]=[CH:16][N:15]=1.[BH4-].[Na+].[OH-].[Na+], predict the reaction product. The product is: [CH3:1][O:2][C:3]1[CH:10]=[C:9]([O:11][CH3:12])[CH:8]=[CH:7][C:4]=1[CH2:5][NH:13][C:14]1[N:19]=[CH:18][CH:17]=[CH:16][N:15]=1. (4) Given the reactants Cl[CH2:2][CH2:3][CH2:4][CH2:5][CH:6]([C:16]1[NH:20][N:19]=[C:18]([NH:21][C:22]2[CH:27]=[CH:26][C:25]([N:28]3[CH:32]=[C:31]([Cl:33])[N:30]=[CH:29]3)=[C:24]([O:34][CH3:35])[CH:23]=2)[N:17]=1)[C:7]1[CH:12]=[C:11]([F:13])[C:10]([F:14])=[C:9]([F:15])[CH:8]=1.[I-].[Na+], predict the reaction product. The product is: [Cl:33][C:31]1[N:30]=[CH:29][N:28]([C:25]2[CH:26]=[CH:27][C:22]([NH:21][C:18]3[N:17]=[C:16]4[CH:6]([C:7]5[CH:12]=[C:11]([F:13])[C:10]([F:14])=[C:9]([F:15])[CH:8]=5)[CH2:5][CH2:4][CH2:3][CH2:2][N:20]4[N:19]=3)=[CH:23][C:24]=2[O:34][CH3:35])[CH:32]=1. (5) Given the reactants [Cl-].[CH2:2]([O:4][C:5]([C@@H:7]1[CH2:12][CH2:11][CH2:10][CH2:9][NH2+:8]1)=[O:6])[CH3:3].Cl[C:14]1[O:15][C:16]2[CH:22]=[CH:21][C:20]([F:23])=[CH:19][C:17]=2[N:18]=1, predict the reaction product. The product is: [F:23][C:20]1[CH:21]=[CH:22][C:16]2[O:15][C:14]([N:8]3[CH2:9][CH2:10][CH2:11][CH2:12][C@H:7]3[C:5]([O:4][CH2:2][CH3:3])=[O:6])=[N:18][C:17]=2[CH:19]=1. (6) Given the reactants [CH3:1][O:2][C:3]1[CH:8]=[CH:7][C:6]([C@H:9]2[CH2:14][C@@H:13]([CH:15]=[C:16]3[CH2:21][CH2:20][O:19][CH2:18][CH2:17]3)[NH:12][CH2:11][C@@H:10]2[O:22][CH:23]([C:34]2[CH:35]=[CH:36][C:37]3[O:42][CH2:41][CH2:40][N:39]([CH2:43][CH2:44][CH2:45][O:46][CH3:47])[C:38]=3[CH:48]=2)[S:24]([C:27]2[CH:32]=[CH:31][C:30]([CH3:33])=[CH:29][CH:28]=2)(=[O:26])=[O:25])=[CH:5][CH:4]=1, predict the reaction product. The product is: [CH3:1][O:2][C:3]1[CH:4]=[CH:5][C:6]([C@H:9]2[CH2:14][C@@H:13]([CH2:15][CH:16]3[CH2:21][CH2:20][O:19][CH2:18][CH2:17]3)[NH:12][CH2:11][C@@H:10]2[O:22][CH:23]([C:34]2[CH:35]=[CH:36][C:37]3[O:42][CH2:41][CH2:40][N:39]([CH2:43][CH2:44][CH2:45][O:46][CH3:47])[C:38]=3[CH:48]=2)[S:24]([C:27]2[CH:32]=[CH:31][C:30]([CH3:33])=[CH:29][CH:28]=2)(=[O:26])=[O:25])=[CH:7][CH:8]=1. (7) Given the reactants [F:1][C:2]1[CH:7]=[CH:6][C:5]([CH:8]=[CH:9][C:10]([NH:12][C@H:13]([C:25]([O:27]C)=[O:26])[CH2:14][C:15]2[C:23]3[C:18](=[CH:19][CH:20]=[CH:21][CH:22]=3)[N:17]([CH3:24])[CH:16]=2)=[O:11])=[CH:4][CH:3]=1.[OH-].[Na+], predict the reaction product. The product is: [F:1][C:2]1[CH:3]=[CH:4][C:5]([CH:8]=[CH:9][C:10]([NH:12][C@H:13]([C:25]([OH:27])=[O:26])[CH2:14][C:15]2[C:23]3[C:18](=[CH:19][CH:20]=[CH:21][CH:22]=3)[N:17]([CH3:24])[CH:16]=2)=[O:11])=[CH:6][CH:7]=1. (8) Given the reactants [C:1]([C:3]([C:11]1[S:12][C:13]([C:16]#[N:17])=[CH:14][CH:15]=1)([CH:8]([CH3:10])[CH3:9])[CH2:4][CH2:5][CH2:6]I)#[N:2].[C:18]([C:20]1[N:25]=[C:24]([O:26][CH2:27][CH2:28][N:29]2[CH2:34][CH2:33][NH:32][CH2:31][CH2:30]2)[CH:23]=[CH:22][CH:21]=1)#[N:19], predict the reaction product. The product is: [C:1]([C:3]([C:11]1[S:12][C:13]([C:16]#[N:17])=[CH:14][CH:15]=1)([CH:8]([CH3:10])[CH3:9])[CH2:4][CH2:5][CH2:6][N:32]1[CH2:33][CH2:34][N:29]([CH2:28][CH2:27][O:26][C:24]2[CH:23]=[CH:22][CH:21]=[C:20]([C:18]#[N:19])[N:25]=2)[CH2:30][CH2:31]1)#[N:2]. (9) Given the reactants [F:1][C:2]1[CH:3]=[C:4]([C:9]2([OH:14])[CH2:13][CH2:12][NH:11][CH2:10]2)[CH:5]=[C:6]([F:8])[CH:7]=1.C(=O)([O-])[O-].[K+].[K+].[CH2:21](Br)[CH:22]=[CH2:23].C(=O)([O-])[O-].[Na+].[Na+], predict the reaction product. The product is: [CH2:23]([N:11]1[CH2:12][CH2:13][C:9]([C:4]2[CH:5]=[C:6]([F:8])[CH:7]=[C:2]([F:1])[CH:3]=2)([OH:14])[CH2:10]1)[CH:22]=[CH2:21].